Task: Predict the reactants needed to synthesize the given product.. Dataset: Full USPTO retrosynthesis dataset with 1.9M reactions from patents (1976-2016) Given the product [Cl:33][C:34]1[CH:35]=[CH:36][C:37]([CH:40]([C:41]2[CH:46]=[CH:45][C:44]([Cl:47])=[CH:43][CH:42]=2)[N:21]2[CH2:20][CH2:19][N:18]([CH2:17][C:9]3[N:8]=[C:7]([NH:6][CH2:5][CH2:4][CH2:3][N:2]([CH3:1])[CH3:24])[C:16]4[C:11](=[CH:12][CH:13]=[CH:14][CH:15]=4)[N:10]=3)[CH2:23][CH2:22]2)=[CH:38][CH:39]=1, predict the reactants needed to synthesize it. The reactants are: [CH3:1][N:2]([CH3:24])[CH2:3][CH2:4][CH2:5][NH:6][C:7]1[C:16]2[C:11](=[CH:12][CH:13]=[CH:14][CH:15]=2)[N:10]=[C:9]([CH2:17][N:18]2[CH2:23][CH2:22][NH:21][CH2:20][CH2:19]2)[N:8]=1.C(=O)([O-])[O-].[K+].[K+].[I-].[K+].[Cl:33][C:34]1[CH:39]=[CH:38][C:37]([CH:40](Cl)[C:41]2[CH:46]=[CH:45][C:44]([Cl:47])=[CH:43][CH:42]=2)=[CH:36][CH:35]=1.